From a dataset of Forward reaction prediction with 1.9M reactions from USPTO patents (1976-2016). Predict the product of the given reaction. (1) Given the reactants [F:1][C:2]1[CH:7]=[CH:6][C:5]([O:8][C:9](=[O:24])[N:10]([C@H:12]2[C@H:16]([C:17]3[CH:22]=[CH:21][C:20]([Cl:23])=[CH:19][CH:18]=3)[CH2:15][NH:14][CH2:13]2)[CH3:11])=[CH:4][CH:3]=1.[C:25]([O:29][C:30]([N:32]1[CH2:36][CH2:35][CH:34]([C:37](O)=[O:38])[CH2:33]1)=[O:31])([CH3:28])([CH3:27])[CH3:26], predict the reaction product. The product is: [C:25]([O:29][C:30]([N:32]1[CH2:36][CH2:35][CH:34]([C:37]([N:14]2[CH2:13][C@@H:12]([N:10]([C:9]([O:8][C:5]3[CH:6]=[CH:7][C:2]([F:1])=[CH:3][CH:4]=3)=[O:24])[CH3:11])[C@H:16]([C:17]3[CH:22]=[CH:21][C:20]([Cl:23])=[CH:19][CH:18]=3)[CH2:15]2)=[O:38])[CH2:33]1)=[O:31])([CH3:28])([CH3:27])[CH3:26]. (2) Given the reactants [Cl:1][C:2]1[N:7]=[C:6](I)[N:5]=[C:4]([N:9]2[CH2:14][CH2:13][O:12][CH2:11][CH2:10]2)[CH:3]=1.[C:15]1(B(O)O)[CH:20]=[CH:19][CH:18]=[CH:17][CH:16]=1.C(=O)(O)[O-].[Na+], predict the reaction product. The product is: [Cl:1][C:2]1[N:7]=[C:6]([C:15]2[CH:20]=[CH:19][CH:18]=[CH:17][CH:16]=2)[N:5]=[C:4]([N:9]2[CH2:14][CH2:13][O:12][CH2:11][CH2:10]2)[CH:3]=1. (3) The product is: [CH2:1]([C@H:8]1[CH2:12][S:11][C:10](=[O:13])[N:9]1[C:47](=[O:48])[CH2:46][CH2:45][CH2:44][N:35]1[C:34](=[O:33])[C:39]2[CH:40]=[CH:41][CH:42]=[CH:43][C:38]=2[N:37]=[N:36]1)[C:2]1[CH:3]=[CH:4][CH:5]=[CH:6][CH:7]=1. Given the reactants [CH2:1]([C@H:8]1[CH2:12][S:11][C:10](=[O:13])[NH:9]1)[C:2]1[CH:7]=[CH:6][CH:5]=[CH:4][CH:3]=1.C(N(CC)CC)C.Cl.CN(C)CCCN=C=NCC.[O:33]=[C:34]1[C:39]2[CH:40]=[CH:41][CH:42]=[CH:43][C:38]=2[N:37]=[N:36][N:35]1[CH2:44][CH2:45][CH2:46][C:47](O)=[O:48], predict the reaction product. (4) Given the reactants [NH2:1][C:2]1[CH:7]=[CH:6][C:5]([CH:8]([CH3:13])[C:9]([O:11]C)=[O:10])=[CH:4][C:3]=1[O:14][CH3:15].[OH-].[Na+], predict the reaction product. The product is: [NH2:1][C:2]1[CH:7]=[CH:6][C:5]([CH:8]([CH3:13])[C:9]([OH:11])=[O:10])=[CH:4][C:3]=1[O:14][CH3:15]. (5) Given the reactants Cl[C:2]1[CH:7]=[CH:6][C:5]([NH:8][C:9](=[O:19])[C:10]2[CH:15]=[CH:14][CH:13]=[C:12]([N:16]([CH3:18])[CH3:17])[CH:11]=2)=[CH:4][C:3]=1[N+:20]([O-:22])=[O:21].C([O-])([O-])=O.[K+].[K+].[NH2:29][C:30]1[CH:35]=[CH:34][C:33]([SH:36])=[CH:32][CH:31]=1.O, predict the reaction product. The product is: [NH2:29][C:30]1[CH:35]=[CH:34][C:33]([S:36][C:2]2[CH:7]=[CH:6][C:5]([NH:8][C:9](=[O:19])[C:10]3[CH:15]=[CH:14][CH:13]=[C:12]([N:16]([CH3:18])[CH3:17])[CH:11]=3)=[CH:4][C:3]=2[N+:20]([O-:22])=[O:21])=[CH:32][CH:31]=1.